From a dataset of Reaction yield outcomes from USPTO patents with 853,638 reactions. Predict the reaction yield, written as a fraction of the theoretical maximum amount of product (1.0 means a 100% yield; for example, 0.34 means a 34% yield). (1) The reactants are B.O1CCCC1.[N:7]1[C:11]2[CH:12]=[CH:13][CH:14]=[CH:15][C:10]=2[NH:9][C:8]=1[CH2:16][NH:17][C:18](=O)[CH2:19][CH2:20][CH2:21][NH:22][C:23]([O:25][C:26]([CH3:29])([CH3:28])[CH3:27])=[O:24].CC(O)=O. The catalyst is C1COCC1.CCO. The product is [N:7]1[C:11]2[CH:12]=[CH:13][CH:14]=[CH:15][C:10]=2[NH:9][C:8]=1[CH2:16][NH:17][CH2:18][CH2:19][CH2:20][CH2:21][NH:22][C:23]([O:25][C:26]([CH3:29])([CH3:28])[CH3:27])=[O:24]. The yield is 0.170. (2) The reactants are [NH2:1][C@H:2]([C:6]1[CH:11]=[CH:10][C:9]([Cl:12])=[CH:8][CH:7]=1)[CH2:3][CH2:4][OH:5].[C:13]([O:17][C:18]([NH:20][CH2:21][C:22]1([C:37](O)=[O:38])[CH2:27][CH2:26][N:25]([C:28]2[C:29]3[CH:36]=[CH:35][NH:34][C:30]=3[N:31]=[CH:32][N:33]=2)[CH2:24][CH2:23]1)=[O:19])([CH3:16])([CH3:15])[CH3:14].CCN(C(C)C)C(C)C.F[P-](F)(F)(F)(F)F.N1(OC(N(C)C)=[N+](C)C)C2N=CC=CC=2N=N1. The catalyst is CC(N(C)C)=O.CCOC(C)=O. The product is [Cl:12][C:9]1[CH:8]=[CH:7][C:6]([C@@H:2]([NH:1][C:37]([C:22]2([CH2:21][NH:20][C:18](=[O:19])[O:17][C:13]([CH3:15])([CH3:14])[CH3:16])[CH2:23][CH2:24][N:25]([C:28]3[C:29]4[CH:36]=[CH:35][NH:34][C:30]=4[N:31]=[CH:32][N:33]=3)[CH2:26][CH2:27]2)=[O:38])[CH2:3][CH2:4][OH:5])=[CH:11][CH:10]=1. The yield is 0.592. (3) The reactants are C1C=CC(P(C2C(C3C(P(C4C=CC=CC=4)C4C=CC=CC=4)=CC=C4C=3C=CC=C4)=C3C(C=CC=C3)=CC=2)C2C=CC=CC=2)=CC=1.C(=O)([O-])[O-].[Cs+].[Cs+].Br[C:54]1[CH:55]=[C:56]([F:70])[CH:57]=[C:58]2[C:63]=1[O:62][C:61]([C:64]([O:66]CC)=[O:65])=[CH:60][C:59]2=[O:69].[CH3:71][N:72]1[CH2:77][CH2:76][NH:75][CH2:74][CH2:73]1.[OH-].[Na+].Cl. The catalyst is C1(OC)C=CC=CC=1.C1C=CC(/C=C/C(/C=C/C2C=CC=CC=2)=O)=CC=1.C1C=CC(/C=C/C(/C=C/C2C=CC=CC=2)=O)=CC=1.C1C=CC(/C=C/C(/C=C/C2C=CC=CC=2)=O)=CC=1.[Pd].[Pd]. The product is [F:70][C:56]1[CH:57]=[C:58]2[C:63](=[C:54]([N:75]3[CH2:76][CH2:77][N:72]([CH3:71])[CH2:73][CH2:74]3)[CH:55]=1)[O:62][C:61]([C:64]([OH:66])=[O:65])=[CH:60][C:59]2=[O:69]. The yield is 0.640. (4) The product is [CH3:30][CH:31]([O:34][C:22]1[CH:27]=[CH:26][C:25]([O:28][CH3:29])=[CH:24][CH:23]=1)[CH:32]=[CH2:33]. The reactants are N1C2C(=CC=C3C=2N=CC=C3)C=CC=1.C([O-])([O-])=O.[Cs+].[Cs+].I[C:22]1[CH:27]=[CH:26][C:25]([O:28][CH3:29])=[CH:24][CH:23]=1.[CH3:30][CH:31]([OH:34])[CH:32]=[CH2:33]. The yield is 0.540. The catalyst is [Cu]I.C1(C)C=CC=CC=1. (5) The reactants are [O:1]=[C:2]1[CH2:7][CH2:6][CH2:5][CH2:4][CH:3]1[C:8]([O:10][CH2:11][CH3:12])=[O:9].[Br:13]Br. The catalyst is C(OCC)C. The product is [CH2:11]([O:10][C:8]([C:3]1[CH2:4][CH2:5][CH2:6][CH:7]([Br:13])[C:2]=1[OH:1])=[O:9])[CH3:12]. The yield is 0.810.